From a dataset of Full USPTO retrosynthesis dataset with 1.9M reactions from patents (1976-2016). Predict the reactants needed to synthesize the given product. (1) Given the product [ClH:2].[CH3:38][N:39]([CH3:40])[C:23]([C:15]1[CH:14]=[C:13]2[C:18]([C:10]([C:4]3[CH:5]=[CH:6][C:7]([Cl:9])=[CH:8][C:3]=3[Cl:2])([OH:37])[C:11](=[O:36])[N:12]2[CH2:26][C@H:27]2[CH2:30][C@H:29]([N:31]([CH2:34][CH3:35])[CH2:32][CH3:33])[CH2:28]2)=[C:17]([C:19]([F:21])([F:22])[F:20])[CH:16]=1)=[O:25], predict the reactants needed to synthesize it. The reactants are: Br.[Cl:2][C:3]1[CH:8]=[C:7]([Cl:9])[CH:6]=[CH:5][C:4]=1[C:10]1([OH:37])[C:18]2[C:13](=[CH:14][C:15]([C:23]([OH:25])=O)=[CH:16][C:17]=2[C:19]([F:22])([F:21])[F:20])[N:12]([CH2:26][C@H:27]2[CH2:30][C@H:29]([N:31]([CH2:34][CH3:35])[CH2:32][CH3:33])[CH2:28]2)[C:11]1=[O:36].[CH3:38][NH:39][CH3:40].O=C1N(P(Cl)(N2CCOC2=O)=O)CCO1.C(=O)(O)[O-].[Na+]. (2) Given the product [Br:1][C:2]1[N:7]=[C:6]2[C:8]([C:11]([NH:25][C:23]([CH3:26])([CH3:24])[CH2:22][O:21][Si:14]([C:17]([CH3:20])([CH3:19])[CH3:18])([CH3:15])[CH3:16])=[O:13])=[CH:9][NH:10][C:5]2=[N:4][CH:3]=1, predict the reactants needed to synthesize it. The reactants are: [Br:1][C:2]1[N:7]=[C:6]2[C:8]([C:11]([OH:13])=O)=[CH:9][NH:10][C:5]2=[N:4][CH:3]=1.[Si:14]([O:21][CH2:22][C:23]([CH3:26])([NH2:25])[CH3:24])([C:17]([CH3:20])([CH3:19])[CH3:18])([CH3:16])[CH3:15].CCN=C=NCCCN(C)C.O. (3) Given the product [Cl:9][C:6]1[CH:7]=[CH:8][C:3]([O:2][CH3:1])=[C:4]([C:26]2[C:34]([F:35])=[CH:33][CH:32]=[C:28]([C:29]([OH:31])=[O:30])[CH:27]=2)[CH:5]=1, predict the reactants needed to synthesize it. The reactants are: [CH3:1][O:2][C:3]1[CH:8]=[CH:7][C:6]([Cl:9])=[CH:5][C:4]=1B(O)O.C(C1C=CC(B(O)O)=CC=1)(O)=O.Br[C:26]1[CH:27]=[C:28]([CH:32]=[CH:33][C:34]=1[F:35])[C:29]([OH:31])=[O:30]. (4) The reactants are: [N+:1]([C:4]1[CH:9]=[CH:8][CH:7]=[CH:6][C:5]=1[NH:10][CH:11]([C:16]1[CH:17]=[C:18]2[C:22](=[CH:23][CH:24]=1)[N:21]([C:25]1[CH:30]=[CH:29][C:28]([F:31])=[CH:27][CH:26]=1)[N:20]=[CH:19]2)[C:12]([F:15])([F:14])[F:13])([O-])=O.Cl.C(=O)(O)[O-].[Na+]. Given the product [F:15][C:12]([F:13])([F:14])[CH:11]([NH:10][C:5]1[C:4]([NH2:1])=[CH:9][CH:8]=[CH:7][CH:6]=1)[C:16]1[CH:17]=[C:18]2[C:22](=[CH:23][CH:24]=1)[N:21]([C:25]1[CH:30]=[CH:29][C:28]([F:31])=[CH:27][CH:26]=1)[N:20]=[CH:19]2, predict the reactants needed to synthesize it. (5) Given the product [CH3:14][C:13]([C:11]1[S:12][C:8]([C:6]2[CH:5]=[CH:4][N:3]=[C:2]([NH:36][C@H:37]3[CH2:42][CH2:41][C@H:40]([NH:43][S:44]([CH3:47])(=[O:46])=[O:45])[CH2:39][CH2:38]3)[N:7]=2)=[C:9]([C:17]2[CH:18]=[CH:19][C:20]([F:35])=[C:21]([NH:23][S:24]([C:27]3[C:32]([F:33])=[CH:31][CH:30]=[CH:29][C:28]=3[F:34])(=[O:26])=[O:25])[CH:22]=2)[N:10]=1)([CH3:16])[CH3:15], predict the reactants needed to synthesize it. The reactants are: Cl[C:2]1[N:7]=[C:6]([C:8]2[S:12][C:11]([C:13]([CH3:16])([CH3:15])[CH3:14])=[N:10][C:9]=2[C:17]2[CH:18]=[CH:19][C:20]([F:35])=[C:21]([NH:23][S:24]([C:27]3[C:32]([F:33])=[CH:31][CH:30]=[CH:29][C:28]=3[F:34])(=[O:26])=[O:25])[CH:22]=2)[CH:5]=[CH:4][N:3]=1.[NH2:36][CH:37]1[CH2:42][CH2:41][CH:40]([NH:43][S:44]([CH3:47])(=[O:46])=[O:45])[CH2:39][CH2:38]1.